Dataset: Forward reaction prediction with 1.9M reactions from USPTO patents (1976-2016). Task: Predict the product of the given reaction. (1) Given the reactants [Cl:1][C:2]1[CH:7]=[CH:6][C:5]([C:8]2[CH:13]=[C:12]([CH:14]3[CH2:16][CH2:15]3)[N:11]3[N:17]=[CH:18][C:19]([C:20]([OH:22])=O)=[C:10]3[N:9]=2)=[CH:4][CH:3]=1.O[NH:24][C:25](=[NH:36])[C:26]1[CH:31]=[CH:30][CH:29]=[C:28]([S:32](=[O:35])(=[O:34])[NH2:33])[CH:27]=1, predict the reaction product. The product is: [Cl:1][C:2]1[CH:3]=[CH:4][C:5]([C:8]2[CH:13]=[C:12]([CH:14]3[CH2:16][CH2:15]3)[N:11]3[N:17]=[CH:18][C:19]([C:20]4[O:22][N:36]=[C:25]([C:26]5[CH:27]=[C:28]([S:32]([NH2:33])(=[O:34])=[O:35])[CH:29]=[CH:30][CH:31]=5)[N:24]=4)=[C:10]3[N:9]=2)=[CH:6][CH:7]=1. (2) Given the reactants [Br:1][C:2]1[CH:7]=[CH:6][CH:5]=[C:4]([C:8]([F:11])([F:10])[F:9])[C:3]=1[CH2:12][C:13]([OH:15])=[O:14].[C:16]1(C)C=CC=CC=1.CO.C[Si](C=[N+]=[N-])(C)C, predict the reaction product. The product is: [Br:1][C:2]1[CH:7]=[CH:6][CH:5]=[C:4]([C:8]([F:11])([F:10])[F:9])[C:3]=1[CH2:12][C:13]([O:15][CH3:16])=[O:14].